This data is from Reaction yield outcomes from USPTO patents with 853,638 reactions. The task is: Predict the reaction yield, written as a fraction of the theoretical maximum amount of product (1.0 means a 100% yield; for example, 0.34 means a 34% yield). (1) The catalyst is CC(=O)CC. The reactants are [OH:1][C:2]1[CH:9]=[CH:8][C:7]([O:10][CH3:11])=[CH:6][C:3]=1[CH:4]=O.[CH:12]1[CH:17]=[CH:16][C:15]([C:18]([CH2:20]Cl)=[O:19])=[CH:14][CH:13]=1.C(=O)([O-])[O-].[K+].[K+]. The product is [C:18]([C:20]1[O:1][C:2]2[CH:9]=[CH:8][C:7]([O:10][CH3:11])=[CH:6][C:3]=2[CH:4]=1)(=[O:19])[C:15]1[CH:16]=[CH:17][CH:12]=[CH:13][CH:14]=1. The yield is 0.950. (2) The reactants are [Br:1][CH2:2][CH2:3][CH2:4][CH2:5][CH2:6][CH2:7][CH2:8][C:9]([OH:11])=[O:10].[CH2:12](O)[CH3:13].CCN=C=NCCCN(C)C. The catalyst is CN(C1C=CN=CC=1)C.C(Cl)Cl. The product is [CH2:12]([O:10][C:9](=[O:11])[CH2:8][CH2:7][CH2:6][CH2:5][CH2:4][CH2:3][CH2:2][Br:1])[CH3:13]. The yield is 0.750. (3) The reactants are [Cl:1][C:2]1[C:3]([O:38][CH3:39])=[CH:4][CH:5]=[C:6]2[C:11]=1[N:10]=[C:9]([N:12]1[CH:16]=[CH:15][C:14]([C:17]([F:20])([F:19])[F:18])=[N:13]1)[CH:8]=[C:7]2[O:21][C@@H:22]1[CH2:26][N:25]([C:27]([O:29][C:30]([CH3:33])([CH3:32])[CH3:31])=[O:28])[C@H:24]([C:34]([O:36]C)=[O:35])[CH2:23]1.[Li+].[OH-].O.Cl. The catalyst is C1COCC1. The product is [C:30]([O:29][C:27]([N:25]1[CH2:26][C@@H:22]([O:21][C:7]2[C:6]3[C:11](=[C:2]([Cl:1])[C:3]([O:38][CH3:39])=[CH:4][CH:5]=3)[N:10]=[C:9]([N:12]3[CH:16]=[CH:15][C:14]([C:17]([F:20])([F:18])[F:19])=[N:13]3)[CH:8]=2)[CH2:23][C@H:24]1[C:34]([OH:36])=[O:35])=[O:28])([CH3:33])([CH3:31])[CH3:32]. The yield is 0.950. (4) The reactants are [CH3:1][O:2][C:3]1[CH:4]=[CH:5][C:6]2[C:12]3[C:13]([O:21][CH3:22])=[C:14]([O:19][CH3:20])[C:15]([O:17][CH3:18])=[CH:16][C:11]=3[CH2:10][CH2:9][C@H:8]([NH2:23])[C:7]=2[CH:24]=1.[C:25](=O)([O:48]C1C=CC([N+]([O-])=O)=CC=1)[O:26][CH2:27][CH2:28][O:29][P:30]([O:40][CH2:41][C:42]1[CH:47]=[CH:46][CH:45]=[CH:44][CH:43]=1)([O:32][CH2:33][C:34]1[CH:39]=[CH:38][CH:37]=[CH:36][CH:35]=1)=[O:31]. The catalyst is C(#N)C. The product is [CH3:1][O:2][C:3]1[CH:4]=[CH:5][C:6]2[C:12]3[C:13]([O:21][CH3:22])=[C:14]([O:19][CH3:20])[C:15]([O:17][CH3:18])=[CH:16][C:11]=3[CH2:10][CH2:9][C@H:8]([NH:23][C:25](=[O:48])[O:26][CH2:27][CH2:28][O:29][P:30]([O:32][CH2:33][C:34]3[CH:35]=[CH:36][CH:37]=[CH:38][CH:39]=3)([O:40][CH2:41][C:42]3[CH:47]=[CH:46][CH:45]=[CH:44][CH:43]=3)=[O:31])[C:7]=2[CH:24]=1. The yield is 0.850. (5) The reactants are Cl.Br[C:3]1[CH:8]=[CH:7][C:6]([C:9]2[N:10]=[C:11]3[CH:16]=[C:15]([NH:17][CH3:18])[CH:14]=[CH:13][N:12]3[CH:19]=2)=[CH:5][CH:4]=1.Cl.[F:21][CH:22]1[CH2:27][CH2:26][NH:25][CH2:24][CH2:23]1. No catalyst specified. The product is [F:21][CH:22]1[CH2:27][CH2:26][N:25]([C:3]2[CH:8]=[CH:7][C:6]([C:9]3[N:10]=[C:11]4[CH:16]=[C:15]([NH:17][CH3:18])[CH:14]=[CH:13][N:12]4[CH:19]=3)=[CH:5][CH:4]=2)[CH2:24][CH2:23]1. The yield is 0.0400. (6) The reactants are [CH2:1]([O:8][C@H:9]1[CH2:13][CH2:12][CH2:11][C@@H:10]1[C:14]1[N:18](C2CCCCO2)[N:17]=[CH:16][CH:15]=1)[C:2]1[CH:7]=[CH:6][CH:5]=[CH:4][CH:3]=1. The catalyst is ClCCl.FC(F)(F)C(O)=O. The product is [CH2:1]([O:8][C@H:9]1[CH2:13][CH2:12][CH2:11][C@@H:10]1[C:14]1[NH:18][N:17]=[CH:16][CH:15]=1)[C:2]1[CH:3]=[CH:4][CH:5]=[CH:6][CH:7]=1. The yield is 0.980. (7) The product is [Si:9]([O:8][CH2:7][C@@H:6]([CH3:16])[O:5][C:30]1[CH:29]=[C:28]([Cl:27])[C:33]([O:34][C:35]2[CH:36]=[C:37]3[C:42](=[CH:43][CH:44]=2)[N:41]=[CH:40][N:39]=[C:38]3[NH:45][C:46]2[CH:50]=[CH:49][N:48]([CH3:51])[N:47]=2)=[N:32][CH:31]=1)([C:12]([CH3:15])([CH3:14])[CH3:13])([CH3:11])[CH3:10]. The yield is 0.330. The catalyst is O. The reactants are CS([O:5][C@@H:6]([CH3:16])[CH2:7][O:8][Si:9]([C:12]([CH3:15])([CH3:14])[CH3:13])([CH3:11])[CH3:10])(=O)=O.CC(C)([O-])C.[K+].CS(C)=O.[Cl:27][C:28]1[CH:29]=[C:30](O)[CH:31]=[N:32][C:33]=1[O:34][C:35]1[CH:36]=[C:37]2[C:42](=[CH:43][CH:44]=1)[N:41]=[CH:40][N:39]=[C:38]2[NH:45][C:46]1[CH:50]=[CH:49][N:48]([CH3:51])[N:47]=1.